Dataset: Forward reaction prediction with 1.9M reactions from USPTO patents (1976-2016). Task: Predict the product of the given reaction. (1) Given the reactants [F:1][C:2]1[CH:3]=[C:4]([NH2:26])[CH:5]=[CH:6][C:7]=1[C:8]1[S:9][C:10]2[C:15]([N:16]=1)=[CH:14][CH:13]=[C:12]([C:17]1([C:20]3[CH:25]=[CH:24][CH:23]=[CH:22][CH:21]=3)[CH2:19][CH2:18]1)[N:11]=2.[C:27]([O:30][C@H:31]1[CH2:36][C:35](=[O:37])[O:34][C:32]1=[O:33])(=[O:29])[CH3:28].C(O)(=O)C, predict the reaction product. The product is: [C:27]([O:30][C@@H:31]([CH2:36][C:35]([NH:26][C:4]1[CH:5]=[CH:6][C:7]([C:8]2[S:9][C:10]3[C:15]([N:16]=2)=[CH:14][CH:13]=[C:12]([C:17]2([C:20]4[CH:21]=[CH:22][CH:23]=[CH:24][CH:25]=4)[CH2:18][CH2:19]2)[N:11]=3)=[C:2]([F:1])[CH:3]=1)=[O:37])[C:32]([OH:34])=[O:33])(=[O:29])[CH3:28]. (2) Given the reactants [I:1][C:2]1[C:3]([OH:12])=[C:4]([O:10][CH3:11])[CH:5]=[C:6]([CH:9]=1)[CH:7]=[O:8].C([O-])([O-])=O.[K+].[K+].[CH2:19]([O:21][C:22](=[O:25])[CH2:23]Br)[CH3:20].C(O)C, predict the reaction product. The product is: [I:1][C:2]1[CH:9]=[C:6]([CH:7]=[O:8])[CH:5]=[C:4]([O:10][CH3:11])[C:3]=1[O:12][CH2:23][C:22]([O:21][CH2:19][CH3:20])=[O:25]. (3) Given the reactants CC1(C)COC2(CCC(CCN[C@H](C3C=CC4C(=CC=CC=4)C=3)C)(O)CC2)OC1.ClC(Cl)(OC(=O)OC(Cl)(Cl)Cl)Cl.CC1(C)CO[C:46]2([CH2:69][CH2:68][C:49]3([O:54][C:53](=[O:55])[N:52]([C@H:56]([C:58]4[CH:67]=[CH:66][C:65]5[C:60](=[CH:61][CH:62]=[CH:63][CH:64]=5)[CH:59]=4)[CH3:57])[CH2:51][CH2:50]3)[CH2:48][CH2:47]2)[O:45]C1, predict the reaction product. The product is: [CH:59]1[C:60]2[C:65](=[CH:64][CH:63]=[CH:62][CH:61]=2)[CH:66]=[CH:67][C:58]=1[C@@H:56]([N:52]1[CH2:51][CH2:50][C:49]2([CH2:68][CH2:69][C:46](=[O:45])[CH2:47][CH2:48]2)[O:54][C:53]1=[O:55])[CH3:57]. (4) The product is: [CH2:9]([C@@H:7]1[CH2:6][N:5]2[C@H:4]([CH2:3][C:24](=[O:23])[CH2:25][CH2:11]2)[CH2:8]1)[CH3:10]. Given the reactants CO[C:3](=O)[C@@H:4]1[CH2:8][C:7](=[CH:9][CH3:10])[CH2:6][N:5]1[C:11](OCC1C=CC=CC=1)=O.C[O:23][C:24](=O)[C@@H:25]1CC(=C)CN1C(OCC1C=CC=CC=1)=O, predict the reaction product.